Dataset: Retrosynthesis with 50K atom-mapped reactions and 10 reaction types from USPTO. Task: Predict the reactants needed to synthesize the given product. Given the product CCSc1ccc(Cl)cc1CNC(=O)c1cc(OC(F)(F)F)cc(Br)c1N, predict the reactants needed to synthesize it. The reactants are: CCSc1ccc(Cl)cc1CN.Nc1c(Br)cc(OC(F)(F)F)cc1C(=O)O.